This data is from Catalyst prediction with 721,799 reactions and 888 catalyst types from USPTO. The task is: Predict which catalyst facilitates the given reaction. (1) Reactant: [Si]([O:18][CH:19]1[CH2:22][C:21](=[CH:23][C:24]#[N:25])[CH2:20]1)(C(C)(C)C)(C1C=CC=CC=1)C1C=CC=CC=1.C[Si](C)(C)CCOC[C:32]1[N:33]=[CH:34][C:35]2[CH:40]=[CH:39][NH:38][C:36]=2[N:37]=1.[N:43]12[CH2:53][CH2:52][CH2:51][N:50]=C1CCCCC2. Product: [OH:18][CH:19]1[CH2:20][C:21]([CH2:23][C:24]#[N:25])([N:43]2[CH:53]=[C:52]([C:34]3[N:33]=[CH:32][NH:37][C:36]4=[N:38][CH:39]=[CH:40][C:35]=34)[CH:51]=[N:50]2)[CH2:22]1. The catalyst class is: 10. (2) Reactant: [CH2:1]([C@H:3]1[C:7]2=[N:8][CH:9]=[C:10]([C:12](=[O:29])[NH:13][C@H:14]([C:18]3[CH:23]=[CH:22][C:21]([S:24]([CH2:27][CH3:28])(=[O:26])=[O:25])=[CH:20][CH:19]=3)[CH2:15][O:16][CH3:17])[CH:11]=[C:6]2[CH2:5][N:4]1C(OC(C)(C)C)=O)[CH3:2].Cl.C(OCC)(=O)C. Product: [CH2:1]([C@H:3]1[C:7]2=[N:8][CH:9]=[C:10]([C:12]([NH:13][C@H:14]([C:18]3[CH:19]=[CH:20][C:21]([S:24]([CH2:27][CH3:28])(=[O:26])=[O:25])=[CH:22][CH:23]=3)[CH2:15][O:16][CH3:17])=[O:29])[CH:11]=[C:6]2[CH2:5][NH:4]1)[CH3:2]. The catalyst class is: 2. (3) Reactant: [CH3:1][O:2][C:3]1[CH:10]=[C:7]([CH:8]=O)[C:6]([OH:11])=[CH:5][CH:4]=1.CC1(C)O[C:18](=[O:19])[CH2:17][C:15](=[O:16])[O:14]1. Product: [CH3:1][O:2][C:3]1[CH:10]=[C:7]2[C:6](=[CH:5][CH:4]=1)[O:11][C:18](=[O:19])[C:17]([C:15]([OH:16])=[O:14])=[CH:8]2. The catalyst class is: 6. (4) Reactant: [F:1][C:2]([F:24])([F:23])[CH2:3][CH:4]([NH:20][CH:21]=O)[CH2:5][C:6]1[CH:11]=[CH:10][C:9]([O:12][CH3:13])=[C:8]([O:14][CH2:15][CH2:16][CH2:17][O:18][CH3:19])[CH:7]=1.O=P(Cl)(Cl)Cl. Product: [CH3:13][O:12][C:9]1[CH:10]=[C:11]2[C:6]([CH2:5][CH:4]([CH2:3][C:2]([F:24])([F:23])[F:1])[N:20]=[CH:21]2)=[CH:7][C:8]=1[O:14][CH2:15][CH2:16][CH2:17][O:18][CH3:19]. The catalyst class is: 10. (5) Reactant: [CH2:1]([C:5]1[N:6]=[C:7]2[CH:34]=[CH:33][CH:32]=[CH:31][N:8]2[C:9](=[O:30])[C:10]=1[C:11]1[CH:16]=[CH:15][C:14]([NH:17][CH:18]2[CH2:22][CH2:21][N:20](C(OC(C)(C)C)=O)[CH2:19]2)=[CH:13][CH:12]=1)[CH2:2][CH2:3][CH3:4].[ClH:35]. Product: [ClH:35].[CH2:1]([C:5]1[N:6]=[C:7]2[CH:34]=[CH:33][CH:32]=[CH:31][N:8]2[C:9](=[O:30])[C:10]=1[C:11]1[CH:12]=[CH:13][C:14]([NH:17][CH:18]2[CH2:22][CH2:21][NH:20][CH2:19]2)=[CH:15][CH:16]=1)[CH2:2][CH2:3][CH3:4]. The catalyst class is: 12. (6) Reactant: [NH2:1][C:2]1[C:3]([Cl:9])=[N:4][CH:5]=[N:6][C:7]=1Cl.[N:10]1([CH2:16][CH2:17][CH2:18][NH2:19])[CH2:15][CH2:14][CH2:13][CH2:12][CH2:11]1.C(N(CC)CC)C. Product: [Cl:9][C:3]1[N:4]=[CH:5][N:6]=[C:7]([NH:19][CH2:18][CH2:17][CH2:16][N:10]2[CH2:15][CH2:14][CH2:13][CH2:12][CH2:11]2)[C:2]=1[NH2:1]. The catalyst class is: 51.